Dataset: Forward reaction prediction with 1.9M reactions from USPTO patents (1976-2016). Task: Predict the product of the given reaction. (1) Given the reactants [Cl:1][C:2]1[CH:3]=[C:4]([C@H:8]2[C@H:13]([C:14]3[CH:19]=[CH:18][CH:17]=[CH:16][CH:15]=3)[CH2:12][CH2:11][NH:10][CH2:9]2)[CH:5]=[CH:6][CH:7]=1.[C:20]([O:24][C:25](O[C:25]([O:24][C:20]([CH3:23])([CH3:22])[CH3:21])=[O:26])=[O:26])([CH3:23])([CH3:22])[CH3:21].C([O-])(O)=O.[Na+], predict the reaction product. The product is: [C:20]([O:24][C:25]([N:10]1[CH2:11][CH2:12][C@@H:13]([C:14]2[CH:19]=[CH:18][CH:17]=[CH:16][CH:15]=2)[C@H:8]([C:4]2[CH:5]=[CH:6][CH:7]=[C:2]([Cl:1])[CH:3]=2)[CH2:9]1)=[O:26])([CH3:23])([CH3:22])[CH3:21]. (2) Given the reactants [CH:1]([C@@H:4]([CH2:7][C:8]1[CH:13]=[CH:12][C:11]([C:14]([CH3:17])([CH3:16])[CH3:15])=[C:10]([OH:18])[CH:9]=1)[CH2:5][OH:6])([CH3:3])[CH3:2].C(=O)([O-])[O-].[Cs+].[Cs+].[CH2:25](Br)[C:26]1[CH:31]=[CH:30][CH:29]=[CH:28][CH:27]=1, predict the reaction product. The product is: [CH:1]([C@@H:4]([CH2:7][C:8]1[CH:13]=[CH:12][C:11]([C:14]([CH3:16])([CH3:15])[CH3:17])=[C:10]([O:18][CH2:25][C:26]2[CH:31]=[CH:30][CH:29]=[CH:28][CH:27]=2)[CH:9]=1)[CH2:5][OH:6])([CH3:3])[CH3:2]. (3) The product is: [NH2:5][C:6]1[C:17]([C:18]([O:20][CH3:21])=[O:19])=[C:10]2[N:11]=[C:12]3[CH2:16][CH2:15][CH2:14][N:13]3[C:9]2=[CH:8][CH:7]=1. Given the reactants CC(C)(C)C([NH:5][C:6]1[C:17]([C:18]([O:20][CH3:21])=[O:19])=[C:10]2[N:11]=[C:12]3[CH2:16][CH2:15][CH2:14][N:13]3[C:9]2=[CH:8][CH:7]=1)=O.S(=O)(=O)(O)O, predict the reaction product. (4) Given the reactants C([N-]C(C)C)(C)C.[Li+].[CH:9]1([C:15]([O:17][CH3:18])=[O:16])[CH2:14][CH2:13][CH2:12][CH2:11][CH2:10]1.Br[CH2:20][CH2:21][CH2:22][O:23][CH3:24], predict the reaction product. The product is: [CH3:24][O:23][CH2:22][CH2:21][CH2:20][C:9]1([C:15]([O:17][CH3:18])=[O:16])[CH2:14][CH2:13][CH2:12][CH2:11][CH2:10]1. (5) Given the reactants [C:1]([CH:3]1[CH2:8][CH2:7][N:6]([C:9]([N:11]2[CH2:16][CH:15]([C:17]3[CH:22]=[CH:21][C:20]([C:23]([F:26])([F:25])[F:24])=[CH:19][CH:18]=3)[CH2:14][CH:13]([C:27]([OH:29])=O)[CH2:12]2)=[O:10])[CH2:5][CH2:4]1)#[N:2].O[N:31]=[C:32]([CH:34]1[CH2:36][CH2:35]1)[NH2:33], predict the reaction product. The product is: [CH:34]1([C:32]2[N:33]=[C:27]([CH:13]3[CH2:14][CH:15]([C:17]4[CH:18]=[CH:19][C:20]([C:23]([F:24])([F:26])[F:25])=[CH:21][CH:22]=4)[CH2:16][N:11]([C:9]([N:6]4[CH2:5][CH2:4][CH:3]([C:1]#[N:2])[CH2:8][CH2:7]4)=[O:10])[CH2:12]3)[O:29][N:31]=2)[CH2:36][CH2:35]1. (6) Given the reactants [CH2:1]([CH:7]=[CH:8][O:9][CH2:10][CH3:11])[CH2:2][CH2:3][CH2:4][CH2:5][CH3:6].CO.N(C(C)(C)C(OC)=O)=NC(C)(C)C(OC)=[O:18], predict the reaction product. The product is: [CH:10]([O:9][CH2:8][CH2:7][CH2:1][CH2:2][OH:18])=[CH2:11].[CH2:1]([CH:7]=[CH:8][O:9][CH2:10][CH3:11])[CH2:2][CH2:3][CH2:4][CH2:5][CH3:6]. (7) Given the reactants Br[CH2:2][CH2:3][O:4][C:5]1[C:10]([CH3:11])=[CH:9][C:8]([C:12]2[NH:21][C:20](=[O:22])[C:19]3[C:14](=[CH:15][C:16]([O:25][CH3:26])=[CH:17][C:18]=3[O:23][CH3:24])[N:13]=2)=[CH:7][C:6]=1[CH3:27].[F:28][C:29]([F:33])([F:32])[CH2:30][NH2:31].C1COCC1.O, predict the reaction product. The product is: [CH3:27][C:6]1[CH:7]=[C:8]([C:12]2[NH:21][C:20](=[O:22])[C:19]3[C:14](=[CH:15][C:16]([O:25][CH3:26])=[CH:17][C:18]=3[O:23][CH3:24])[N:13]=2)[CH:9]=[C:10]([CH3:11])[C:5]=1[O:4][CH2:3][CH2:2][NH:31][CH2:30][C:29]([F:33])([F:32])[F:28]. (8) Given the reactants [Cl:1][C:2]1[CH:7]=[C:6]([Cl:8])[CH:5]=[CH:4][C:3]=1[C@@:9]1([CH2:28][N:29]2[CH:33]=[CH:32][N:31]=[CH:30]2)[O:13][C@H:12]([CH2:14][O:15][C:16]2[CH:21]=[CH:20][C:19]([N:22]3[CH2:27][CH2:26][NH:25][CH2:24][CH2:23]3)=[CH:18][CH:17]=2)[CH2:11][O:10]1.[CH2:34]([N:36]=[C:37]=[O:38])[CH3:35], predict the reaction product. The product is: [Cl:1][C:2]1[CH:7]=[C:6]([Cl:8])[CH:5]=[CH:4][C:3]=1[C@@:9]1([CH2:28][N:29]2[CH:33]=[CH:32][N:31]=[CH:30]2)[O:13][C@H:12]([CH2:14][O:15][C:16]2[CH:17]=[CH:18][C:19]([N:22]3[CH2:23][CH2:24][N:25]([C:37]([NH:36][CH2:34][CH3:35])=[O:38])[CH2:26][CH2:27]3)=[CH:20][CH:21]=2)[CH2:11][O:10]1.